This data is from TCR-epitope binding with 47,182 pairs between 192 epitopes and 23,139 TCRs. The task is: Binary Classification. Given a T-cell receptor sequence (or CDR3 region) and an epitope sequence, predict whether binding occurs between them. (1) The epitope is KTSVDCTMYI. The TCR CDR3 sequence is CASSSGTSGSTDTQYF. Result: 1 (the TCR binds to the epitope). (2) The epitope is SQASSRSSSR. The TCR CDR3 sequence is CASTPGGGSGYTF. Result: 1 (the TCR binds to the epitope). (3) The epitope is IPRRNVATL. The TCR CDR3 sequence is CASSLADGDQPQHF. Result: 0 (the TCR does not bind to the epitope). (4) The epitope is MPASWVMRI. The TCR CDR3 sequence is CASSSPSGQGIDTQYF. Result: 0 (the TCR does not bind to the epitope). (5) The epitope is FQPTNGVGY. The TCR CDR3 sequence is CASSLYGGGEQPQHF. Result: 0 (the TCR does not bind to the epitope). (6) The epitope is LLALHRSYL. The TCR CDR3 sequence is CASSADLTGTGNGYTF. Result: 0 (the TCR does not bind to the epitope).